Dataset: Reaction yield outcomes from USPTO patents with 853,638 reactions. Task: Predict the reaction yield, written as a fraction of the theoretical maximum amount of product (1.0 means a 100% yield; for example, 0.34 means a 34% yield). The reactants are [Cl:1][C:2]1[N:10]=[C:9]2[C:5]([N:6]=[C:7]([CH:12]=O)[N:8]2[CH3:11])=[C:4]([N:14]2[CH2:19][CH2:18][O:17][CH2:16][CH2:15]2)[N:3]=1.[NH:20]1[CH2:23][CH:22]([N:24]2[CH2:29][CH2:28][O:27][CH2:26][CH2:25]2)[CH2:21]1.C(O[BH-](OC(=O)C)OC(=O)C)(=O)C.[Na+]. The catalyst is ClCCCl. The product is [Cl:1][C:2]1[N:10]=[C:9]2[C:5]([N:6]=[C:7]([CH2:12][N:20]3[CH2:23][CH:22]([N:24]4[CH2:29][CH2:28][O:27][CH2:26][CH2:25]4)[CH2:21]3)[N:8]2[CH3:11])=[C:4]([N:14]2[CH2:19][CH2:18][O:17][CH2:16][CH2:15]2)[N:3]=1. The yield is 0.490.